Dataset: Full USPTO retrosynthesis dataset with 1.9M reactions from patents (1976-2016). Task: Predict the reactants needed to synthesize the given product. The reactants are: C(O[C:6](=[O:25])[NH:7][C@H:8]([CH:13]([C:15](=[O:24])[NH:16][CH2:17][C:18]1[CH:23]=[CH:22][CH:21]=[CH:20][CH:19]=1)[OH:14])[CH2:9][CH2:10][CH2:11][CH3:12])(C)(C)C.FC(F)(F)C(O)=O.C(N(CC)C(C)C)(C)C.[C:42]([NH:45][C@@H:46]([CH2:66][C:67]1[CH:72]=[CH:71][CH:70]=[CH:69][C:68]=1[CH3:73])[C:47]([NH:49][C@@H:50]([C:62]([CH3:65])([CH3:64])[CH3:63])[C:51]([NH:53][C@@H:54]([CH2:58][CH:59]([CH3:61])[CH3:60])C(O)=O)=[O:52])=[O:48])(=[O:44])[CH3:43].CN(C(ON1N=NC2C=CC=NC1=2)=[N+](C)C)C.F[P-](F)(F)(F)(F)F. Given the product [CH2:17]([NH:16][C:15](=[O:24])[C@@H:13]([OH:14])[CH:8]([NH:7][C:6](=[O:25])[C@@H:54]([NH:53][C:51](=[O:52])[C@@H:50]([NH:49][C:47](=[O:48])[C@@H:46]([NH:45][C:42](=[O:44])[CH3:43])[CH2:66][C:67]1[CH:72]=[CH:71][CH:70]=[CH:69][C:68]=1[CH3:73])[C:62]([CH3:63])([CH3:64])[CH3:65])[CH2:58][CH:59]([CH3:61])[CH3:60])[CH2:9][CH2:10][CH2:11][CH3:12])[C:18]1[CH:19]=[CH:20][CH:21]=[CH:22][CH:23]=1, predict the reactants needed to synthesize it.